This data is from Reaction yield outcomes from USPTO patents with 853,638 reactions. The task is: Predict the reaction yield, written as a fraction of the theoretical maximum amount of product (1.0 means a 100% yield; for example, 0.34 means a 34% yield). (1) The reactants are C([O:4][CH2:5][C:6]([NH:8][C:9]1[CH:10]=[N:11][C:12]([Br:19])=[CH:13][C:14]=1[NH:15][CH:16]([CH3:18])[CH3:17])=O)(=O)C.C(=O)([O-])[O-].[K+].[K+]. The catalyst is CN(C)C=O.O. The product is [Br:19][C:12]1[N:11]=[CH:10][C:9]2[N:8]=[C:6]([CH2:5][OH:4])[N:15]([CH:16]([CH3:18])[CH3:17])[C:14]=2[CH:13]=1. The yield is 0.570. (2) The reactants are [Cl:1][C:2]1[CH:7]=[CH:6][C:5]([C:8]2[N:16]([C:17]3[CH:22]=[CH:21][C:20]([Cl:23])=[CH:19][C:18]=3[Cl:24])[C:15]3[CH2:14][CH2:13][NH:12][C:11](=[O:25])[C:10]=3[C:9]=2[CH3:26])=[CH:4][CH:3]=1.[H-].[K+]. The catalyst is BrC1C=CC=CN=1. The product is [Cl:1][C:2]1[CH:3]=[CH:4][C:5]([C:8]2[N:16]([C:17]3[CH:22]=[CH:21][C:20]([Cl:23])=[CH:19][C:18]=3[Cl:24])[C:15]3[CH2:14][CH2:13][N:12]([C:11]4[CH:10]=[CH:15][CH:14]=[CH:13][N:12]=4)[C:11](=[O:25])[C:10]=3[C:9]=2[CH3:26])=[CH:6][CH:7]=1. The yield is 0.0920. (3) The reactants are [CH2:1]([C@@:8]12[CH2:21][CH2:20][C:19](=[O:22])[CH2:18][C@H:17]1[CH2:16][CH2:15][C:14]1[CH:13]=[C:12]([C:23]([OH:25])=[O:24])[CH:11]=[CH:10][C:9]2=1)[C:2]1[CH:7]=[CH:6][CH:5]=[CH:4][CH:3]=1.[OH-].[Na+].[CH:28](=O)[C:29]1[CH:34]=[CH:33][CH:32]=[CH:31][CH:30]=1.Cl. The catalyst is O.CCOC(C)=O. The product is [CH2:1]([C@@:8]12[CH2:21]/[C:20](=[CH:28]\[C:29]3[CH:34]=[CH:33][CH:32]=[CH:31][CH:30]=3)/[C:19](=[O:22])[CH2:18][C@H:17]1[CH2:16][CH2:15][C:14]1[CH:13]=[C:12]([C:23]([OH:25])=[O:24])[CH:11]=[CH:10][C:9]2=1)[C:2]1[CH:3]=[CH:4][CH:5]=[CH:6][CH:7]=1. The yield is 0.800. (4) The reactants are [C:1]([O-:4])(=[O:3])C.[O:5]=[C:6]1[C@@H:9]([NH3+:10])[CH2:8][NH:7]1.[CH3:11]CN(C(C)C)C(C)C.[C:20]1([C:26]2[CH:31]=[CH:30][C:29](C3C=CN(C([O-])=O)C(=O)C=3C)=[CH:28][CH:27]=2)[CH:25]=[CH:24][CH:23]=[CH:22][CH:21]=1. The catalyst is C(Cl)Cl. The product is [C:20]1([C:26]2[CH:27]=[CH:28][C:29]([O:4][C:1](=[O:3])[N:10]([CH3:11])[C@H:9]3[CH2:8][NH:7][C:6]3=[O:5])=[CH:30][CH:31]=2)[CH:25]=[CH:24][CH:23]=[CH:22][CH:21]=1. The yield is 0.620. (5) The reactants are [CH2:1]1[CH:5]2[CH:6]([C:8]3ON=C(N)[N:9]=3)C[N:3]([CH2:4]2)[CH2:2]1.[C:14]([Cu])#[N:15].CN(C=[O:21])C. The catalyst is O. The product is [N:15]1[O:21][N:9]=[C:8]2[CH:6]=[C:5]([C:4]#[N:3])[CH:1]=[CH:2][C:14]=12. The yield is 0.480. (6) The reactants are [C:1]([O:5][C:6]1[CH:11]=[CH:10][C:9]([CH2:12][C@H:13]([NH:36]C(=O)OCC2C3C=CC=CC=3C3C2=CC=CC=3)[C:14]([N:16]([CH2:28][CH:29]([O:33][CH2:34][CH3:35])[O:30][CH2:31][CH3:32])[CH2:17][C:18]2[CH:19]=[CH:20][CH:21]=[C:22]3[C:27]=2[N:26]=[CH:25][CH:24]=[CH:23]3)=[O:15])=[CH:8][CH:7]=1)([CH3:4])([CH3:3])[CH3:2].N1CCCCC1. No catalyst specified. The yield is 1.00. The product is [NH2:36][C@@H:13]([CH2:12][C:9]1[CH:10]=[CH:11][C:6]([O:5][C:1]([CH3:3])([CH3:2])[CH3:4])=[CH:7][CH:8]=1)[C:14]([N:16]([CH2:28][CH:29]([O:30][CH2:31][CH3:32])[O:33][CH2:34][CH3:35])[CH2:17][C:18]1[CH:19]=[CH:20][CH:21]=[C:22]2[C:27]=1[N:26]=[CH:25][CH:24]=[CH:23]2)=[O:15].